This data is from Forward reaction prediction with 1.9M reactions from USPTO patents (1976-2016). The task is: Predict the product of the given reaction. Given the reactants CN(C)[CH:3]=[CH:4][C:5]([C:7]1[C:12](=[O:13])[CH:11]=[CH:10][N:9]([C:14]2[CH:19]=[CH:18][C:17]([N:20]3[CH2:25][CH2:24][O:23][CH2:22][CH2:21]3)=[CH:16][CH:15]=2)[N:8]=1)=O.[CH3:27][C:28]([CH3:33])([CH3:32])[CH2:29][NH:30][NH2:31], predict the reaction product. The product is: [CH3:27][C:28]([CH3:33])([CH3:32])[CH2:29][N:30]1[C:5]([C:7]2[C:12](=[O:13])[CH:11]=[CH:10][N:9]([C:14]3[CH:15]=[CH:16][C:17]([N:20]4[CH2:25][CH2:24][O:23][CH2:22][CH2:21]4)=[CH:18][CH:19]=3)[N:8]=2)=[CH:4][CH:3]=[N:31]1.